Dataset: CYP2D6 inhibition data for predicting drug metabolism from PubChem BioAssay. Task: Regression/Classification. Given a drug SMILES string, predict its absorption, distribution, metabolism, or excretion properties. Task type varies by dataset: regression for continuous measurements (e.g., permeability, clearance, half-life) or binary classification for categorical outcomes (e.g., BBB penetration, CYP inhibition). Dataset: cyp2d6_veith. (1) The molecule is Cc1ccc2cc(CCNC(=O)c3ccc(Br)o3)c(=O)[nH]c2c1. The result is 0 (non-inhibitor). (2) The compound is CCCc1c(O)c2ccccc2n(-c2ccccc2)c1=O. The result is 0 (non-inhibitor). (3) The compound is CC(=O)Nc1ccc(-c2cc(C(=O)O)c3cc4ccccc4cc3n2)cc1. The result is 0 (non-inhibitor).